From a dataset of Reaction yield outcomes from USPTO patents with 853,638 reactions. Predict the reaction yield, written as a fraction of the theoretical maximum amount of product (1.0 means a 100% yield; for example, 0.34 means a 34% yield). (1) The reactants are [Cl:1][C:2]1[CH:16]=[CH:15][C:5]([CH2:6][N:7]2[CH:12]=[C:11](Br)[CH:10]=[CH:9][C:8]2=[O:14])=[C:4]([F:17])[CH:3]=1.[CH3:18][O:19][C:20]1[N:25]=[CH:24][C:23](B(O)O)=[CH:22][CH:21]=1. The catalyst is O1CCOCC1.[O-]P([O-])([O-])=O.[K+].[K+].[K+].CCOC(C)=O.C1C=CC([P]([Pd]([P](C2C=CC=CC=2)(C2C=CC=CC=2)C2C=CC=CC=2)([P](C2C=CC=CC=2)(C2C=CC=CC=2)C2C=CC=CC=2)[P](C2C=CC=CC=2)(C2C=CC=CC=2)C2C=CC=CC=2)(C2C=CC=CC=2)C2C=CC=CC=2)=CC=1. The product is [Cl:1][C:2]1[CH:16]=[CH:15][C:5]([CH2:6][N:7]2[CH:12]=[C:11]([C:23]3[CH:24]=[N:25][C:20]([O:19][CH3:18])=[CH:21][CH:22]=3)[CH:10]=[CH:9][C:8]2=[O:14])=[C:4]([F:17])[CH:3]=1. The yield is 0.910. (2) The reactants are C(O[C:6]([N:8]1[C:12]2=[N:13][C:14]([Cl:18])=[C:15]([Br:17])[N:16]=[C:11]2[CH:10]=[CH:9]1)=[O:7])(C)(C)C.[CH2:19]=[O:20].[OH-].[Na+].Cl. The catalyst is O1CCOCC1.O. The product is [Br:17][C:15]1[N:16]=[C:11]2[C:10]([CH2:19][OH:20])=[CH:9][N:8]([CH2:6][OH:7])[C:12]2=[N:13][C:14]=1[Cl:18]. The yield is 0.830. (3) The reactants are [CH2:1]([N:8]1[CH2:13][CH2:12][NH:11][CH2:10][CH:9]1[C:14]1[N:19]=[C:18]([CH:20]2[CH2:25][NH:24][CH2:23][CH2:22][N:21]2[CH2:26][C:27]2[CH:32]=[CH:31][CH:30]=[CH:29][CH:28]=2)[CH:17]=[C:16](Cl)[N:15]=1)[C:2]1[CH:7]=[CH:6][CH:5]=[CH:4][CH:3]=1.[NH2:34][NH2:35]. The catalyst is O1CCOCC1. The product is [CH2:1]([N:8]1[CH2:13][CH2:12][NH:11][CH2:10][CH:9]1[C:14]1[N:19]=[C:18]([CH:20]2[CH2:25][NH:24][CH2:23][CH2:22][N:21]2[CH2:26][C:27]2[CH:32]=[CH:31][CH:30]=[CH:29][CH:28]=2)[CH:17]=[C:16]([NH:34][NH2:35])[N:15]=1)[C:2]1[CH:7]=[CH:6][CH:5]=[CH:4][CH:3]=1. The yield is 0.970. (4) The yield is 0.900. The reactants are Br[C:2]1[N:7]=[C:6]([C:8]([O:10][CH3:11])=[O:9])[CH:5]=[CH:4][C:3]=1[F:12].[F:13][C:14]1[CH:15]=[C:16]([C:30]([O:33][Si](C(C)C)(C(C)C)C(C)C)([CH3:32])[CH3:31])[CH:17]=[C:18]([F:29])[C:19]=1B1OC(C)(C)C(C)(C)O1. No catalyst specified. The product is [F:13][C:14]1[CH:15]=[C:16]([C:30]([OH:33])([CH3:32])[CH3:31])[CH:17]=[C:18]([F:29])[C:19]=1[C:2]1[N:7]=[C:6]([C:8]([O:10][CH3:11])=[O:9])[CH:5]=[CH:4][C:3]=1[F:12].